This data is from Reaction yield outcomes from USPTO patents with 853,638 reactions. The task is: Predict the reaction yield, written as a fraction of the theoretical maximum amount of product (1.0 means a 100% yield; for example, 0.34 means a 34% yield). (1) The reactants are [CH:1]([C:3]1[CH:8]=[CH:7][C:6]([C:9]2[N:14]=[CH:13][N:12]=[C:11]([NH:15][C@H:16]([C:24]([O:26][CH3:27])=[O:25])[CH2:17][C:18]3[CH:23]=[CH:22][CH:21]=[CH:20][CH:19]=3)[CH:10]=2)=[CH:5][CH:4]=1)=[O:2].[C:28]1([Mg]Br)[CH:33]=[CH:32][CH:31]=[CH:30][CH:29]=1. The catalyst is O1CCCC1. The product is [OH:2][CH:1]([C:28]1[CH:33]=[CH:32][CH:31]=[CH:30][CH:29]=1)[C:3]1[CH:4]=[CH:5][C:6]([C:9]2[N:14]=[CH:13][N:12]=[C:11]([NH:15][C@H:16]([C:24]([O:26][CH3:27])=[O:25])[CH2:17][C:18]3[CH:19]=[CH:20][CH:21]=[CH:22][CH:23]=3)[CH:10]=2)=[CH:7][CH:8]=1. The yield is 0.690. (2) The reactants are [CH3:1][C:2]1[CH:10]=[CH:9][C:8]2[NH:7][C:6]3[CH2:11][CH2:12][N:13]([C:15]([O:17][CH2:18][CH3:19])=[O:16])[CH2:14][C:5]=3[C:4]=2[CH:3]=1.[CH2:20]([CH:22]1[O:24][CH2:23]1)Br.[NH4+].[Cl-]. No catalyst specified. The product is [CH3:1][C:2]1[CH:10]=[CH:9][C:8]2[N:7]([CH2:20][CH:22]3[CH2:23][O:24]3)[C:6]3[CH2:11][CH2:12][N:13]([C:15]([O:17][CH2:18][CH3:19])=[O:16])[CH2:14][C:5]=3[C:4]=2[CH:3]=1. The yield is 0.490. (3) The reactants are Cl[C:2]1[N:7]=[C:6]([C:8]2[N:12]3[CH:13]=[CH:14][CH:15]=[CH:16][C:11]3=[N:10][C:9]=2[C:17]2[CH:18]=[CH:19][C:20]([O:34][CH3:35])=[C:21]([CH:33]=2)[C:22]([NH:24][C:25]2[C:30]([F:31])=[CH:29][CH:28]=[CH:27][C:26]=2[F:32])=[O:23])[CH:5]=[CH:4][N:3]=1.[CH3:36][C:37]1[C:38]([N:46]2[CH2:51][CH2:50][N:49]([CH2:52][CH2:53][O:54][CH3:55])[CH2:48][CH2:47]2)=[CH:39][C:40]([O:44][CH3:45])=[C:41]([CH:43]=1)[NH2:42].C1(C)C=CC(S(O)(=O)=O)=CC=1.C(O)C(F)(F)F.N. The catalyst is CO.C(Cl)Cl. The product is [F:32][C:26]1[CH:27]=[CH:28][CH:29]=[C:30]([F:31])[C:25]=1[NH:24][C:22](=[O:23])[C:21]1[CH:33]=[C:17]([C:9]2[N:10]=[C:11]3[CH:16]=[CH:15][CH:14]=[CH:13][N:12]3[C:8]=2[C:6]2[CH:5]=[CH:4][N:3]=[C:2]([NH:42][C:41]3[CH:43]=[C:37]([CH3:36])[C:38]([N:46]4[CH2:47][CH2:48][N:49]([CH2:52][CH2:53][O:54][CH3:55])[CH2:50][CH2:51]4)=[CH:39][C:40]=3[O:44][CH3:45])[N:7]=2)[CH:18]=[CH:19][C:20]=1[O:34][CH3:35]. The yield is 0.470. (4) The catalyst is O1CCCC1.[OH-].[Pd+2].[OH-].[C]. The product is [NH2:31][C:29]1[CH:28]=[CH:27][C:3]([O:4][C:5]2[CH:10]=[CH:9][N:8]=[C:7]([NH:11][C:12]([N:14]3[CH2:19][CH2:18][CH:17]([N:20]4[CH2:21][CH2:22][N:23]([CH3:26])[CH2:24][CH2:25]4)[CH2:16][CH2:15]3)=[O:13])[CH:6]=2)=[C:2]([F:1])[CH:30]=1. The reactants are [F:1][C:2]1[CH:30]=[C:29]([N+:31]([O-])=O)[CH:28]=[CH:27][C:3]=1[O:4][C:5]1[CH:10]=[CH:9][N:8]=[C:7]([NH:11][C:12]([N:14]2[CH2:19][CH2:18][CH:17]([N:20]3[CH2:25][CH2:24][N:23]([CH3:26])[CH2:22][CH2:21]3)[CH2:16][CH2:15]2)=[O:13])[CH:6]=1. The yield is 0.660. (5) The reactants are [CH3:1][C:2]1[C:8]([N+:9]([O-:11])=[O:10])=[CH:7][CH:6]=[CH:5][C:3]=1[NH2:4].C(O)(=O)C.[N:16]([O-])=O.[Na+]. The catalyst is O. The product is [N+:9]([C:8]1[CH:7]=[CH:6][CH:5]=[C:3]2[C:2]=1[CH:1]=[N:16][NH:4]2)([O-:11])=[O:10]. The yield is 0.700. (6) The catalyst is CCCCO. The product is [Cl:9][C:10]1[CH:11]=[C:12]([NH:13][C:6]2[N:5]=[CH:4][N:3]=[C:2]([NH:31][CH2:30][CH2:28][OH:29])[CH:7]=2)[CH:14]=[CH:15][C:16]=1[O:17][CH3:18]. The yield is 0.510. The reactants are Cl[C:2]1[CH:7]=[C:6](Cl)[N:5]=[CH:4][N:3]=1.[Cl:9][C:10]1[CH:11]=[C:12]([CH:14]=[CH:15][C:16]=1[O:17][CH3:18])[NH2:13].CCN(C(C)C)C(C)C.[CH2:28]([CH2:30][NH2:31])[OH:29].